This data is from Reaction yield outcomes from USPTO patents with 853,638 reactions. The task is: Predict the reaction yield, written as a fraction of the theoretical maximum amount of product (1.0 means a 100% yield; for example, 0.34 means a 34% yield). (1) The reactants are C(OC(=O)[NH:10][CH2:11][CH2:12][O:13][C:14]1[CH:19]=[CH:18][C:17]([C:20]2[N:21]=[CH:22][O:23][CH:24]=2)=[CH:16][CH:15]=1)C1C=CC=CC=1.C1CC=CCC=1. The catalyst is CO.[Pd]. The product is [O:23]1[CH:24]=[C:20]([C:17]2[CH:18]=[CH:19][C:14]([O:13][CH2:12][CH2:11][NH2:10])=[CH:15][CH:16]=2)[N:21]=[CH:22]1. The yield is 0.815. (2) The reactants are [CH:1]1([CH2:4][N:5]2[C:10](=[O:11])[C:9]([CH2:12]OS(C)(=O)=O)=[CH:8][C:7]([C:18]3[CH:23]=[CH:22][C:21]([O:24][CH3:25])=[C:20]([F:26])[CH:19]=3)=[N:6]2)[CH2:3][CH2:2]1.[C:27]1(=[O:37])[NH:31][C:30](=[O:32])[C:29]2=[CH:33][CH:34]=[CH:35][CH:36]=[C:28]12.[K].O. The catalyst is CN(C)C=O. The product is [CH:1]1([CH2:4][N:5]2[C:10](=[O:11])[C:9]([CH2:12][N:31]3[C:27](=[O:37])[C:28]4=[CH:36][CH:35]=[CH:34][CH:33]=[C:29]4[C:30]3=[O:32])=[CH:8][C:7]([C:18]3[CH:23]=[CH:22][C:21]([O:24][CH3:25])=[C:20]([F:26])[CH:19]=3)=[N:6]2)[CH2:3][CH2:2]1. The yield is 0.810. (3) The reactants are [C:1]([CH:3]1[CH2:7][CH2:6][CH2:5][CH2:4]1)#[CH:2].C(N(CC)CC)C.Cl[C:16]1[C:37]([O:38][CH2:39][CH2:40][O:41][CH2:42][CH2:43][O:44][CH3:45])=[CH:36][C:19]([C:20]([NH:22][S:23]([C:26]2[CH:31]=[CH:30][CH:29]=[CH:28][C:27]=2[S:32](=[O:35])(=[O:34])[NH2:33])(=[O:25])=[O:24])=[O:21])=[CH:18][N:17]=1. The catalyst is CN(C)C=O.[Cu]I. The product is [CH:3]1([C:1]#[C:2][C:16]2[C:37]([O:38][CH2:39][CH2:40][O:41][CH2:42][CH2:43][O:44][CH3:45])=[CH:36][C:19]([C:20]([NH:22][S:23]([C:26]3[CH:31]=[CH:30][CH:29]=[CH:28][C:27]=3[S:32](=[O:35])(=[O:34])[NH2:33])(=[O:24])=[O:25])=[O:21])=[CH:18][N:17]=2)[CH2:7][CH2:6][CH2:5][CH2:4]1. The yield is 0.300. (4) The reactants are [CH2:1](Cl)Cl.[CH3:4][CH2:5][N:6](CC)CC.[NH2:11][C:12]1[CH:13]=[N:14][CH:15]=[CH:16][C:17]=1[CH:18]=O.[BH-]([O:29][C:30]([CH3:32])=[O:31])([O:29][C:30]([CH3:32])=[O:31])[O:29][C:30]([CH3:32])=[O:31].[Na+].[C:34]([OH:40])([C:36](F)(F)F)=O. The catalyst is CO. The product is [C:30]([O:29][CH2:1][CH:34]1[O:40][CH2:4][CH2:5][N:6]([CH2:18][C:17]2[CH:16]=[CH:15][N:14]=[CH:13][C:12]=2[NH2:11])[CH2:36]1)(=[O:31])[CH3:32]. The yield is 0.440. (5) The reactants are [CH3:1][O:2][C:3]([CH2:5][O:6][C:7](=[O:19])[CH2:8][O:9][C:10]1[CH:15]=[CH:14][C:13]([N+:16]([O-])=O)=[CH:12][CH:11]=1)=[O:4]. The catalyst is CN(C)C=O.[Pd]. The product is [CH3:1][O:2][C:3]([CH2:5][O:6][C:7](=[O:19])[CH2:8][O:9][C:10]1[CH:11]=[CH:12][C:13]([NH2:16])=[CH:14][CH:15]=1)=[O:4]. The yield is 0.730. (6) The reactants are C([Li])CCC.Br[C:7]1[N:8]=[C:9]([N:17]2[CH2:23][CH2:22][CH2:21][N:20]([C:24]([O:26][C:27]([CH3:30])([CH3:29])[CH3:28])=[O:25])[CH2:19][CH2:18]2)[C:10]2[C:15]([CH:16]=1)=[CH:14][CH:13]=[CH:12][CH:11]=2.[F:31][C:32]1[N:43]=[CH:42][CH:41]=[CH:40][C:33]=1[C:34](N(OC)C)=[O:35]. The catalyst is O1CCCC1. The product is [F:31][C:32]1[N:43]=[CH:42][CH:41]=[CH:40][C:33]=1[C:34]([C:7]1[N:8]=[C:9]([N:17]2[CH2:23][CH2:22][CH2:21][N:20]([C:24]([O:26][C:27]([CH3:29])([CH3:28])[CH3:30])=[O:25])[CH2:19][CH2:18]2)[C:10]2[C:15]([CH:16]=1)=[CH:14][CH:13]=[CH:12][CH:11]=2)=[O:35]. The yield is 0.460. (7) The reactants are Cl[C:2]1[CH:11]=[C:10]([Cl:12])[C:9]2[C:4](=[C:5]([Cl:15])[C:6]([O:13][CH3:14])=[CH:7][CH:8]=2)[N:3]=1.[F:16][C:17]([F:24])([F:23])[C:18]1[CH:22]=[CH:21][NH:20][N:19]=1. No catalyst specified. The product is [Cl:12][C:10]1[C:9]2[C:4](=[C:5]([Cl:15])[C:6]([O:13][CH3:14])=[CH:7][CH:8]=2)[N:3]=[C:2]([N:20]2[CH:21]=[CH:22][C:18]([C:17]([F:24])([F:23])[F:16])=[N:19]2)[CH:11]=1. The yield is 0.510.